Task: Predict hERG channel inhibition at various concentrations.. Dataset: hERG Central: cardiac toxicity at 1µM, 10µM, and general inhibition The compound is O=C(CN1CCC(NC(=O)Nc2ccccc2)CC1)Nc1ccc([N+](=O)[O-])cc1. Results: hERG_inhib (hERG inhibition (general)): blocker.